Dataset: Catalyst prediction with 721,799 reactions and 888 catalyst types from USPTO. Task: Predict which catalyst facilitates the given reaction. (1) Reactant: C([O:5][C:6](=[O:40])[C:7]1[CH:12]=[CH:11][CH:10]=[C:9]([CH2:13][CH:14]([NH:28][C:29](=[O:37])[CH2:30][CH2:31][NH:32][S:33]([CH3:36])(=[O:35])=[O:34])[B:15]2[O:23]C3C(C)(C4CC(C3)C4(C)C)[O:16]2)[C:8]=1OC)(C)(C)C.B(Br)(Br)Br. Product: [OH:16][B:15]1[CH:14]([NH:28][C:29](=[O:37])[CH2:30][CH2:31][NH:32][S:33]([CH3:36])(=[O:35])=[O:34])[CH2:13][C:9]2[CH:10]=[CH:11][CH:12]=[C:7]([C:6]([OH:5])=[O:40])[C:8]=2[O:23]1. The catalyst class is: 4. (2) Product: [O:9]=[C:5]1[N:4]([CH2:3][CH2:2][O:1][S:19]([CH3:22])(=[O:21])=[O:20])[CH2:8][CH2:7][O:6]1. The catalyst class is: 229. Reactant: [OH:1][CH2:2][CH2:3][N:4]1[CH2:8][CH2:7][O:6][C:5]1=[O:9].CCN(C(C)C)C(C)C.[S:19](Cl)([CH3:22])(=[O:21])=[O:20]. (3) Reactant: [OH2:1].O.O.[N+]([O-])([O-])=O.[Tl+3].[N+]([O-])([O-])=O.[N+]([O-])([O-])=O.[CH3:17][O:18][C:19]1[CH:20]=[C:21]2[C:26](=[CH:27][CH:28]=1)[C:25](=[CH2:29])[CH2:24][CH2:23][CH2:22]2.C(Cl)(Cl)Cl. Product: [CH3:17][O:18][C:19]1[CH:28]=[CH:27][C:26]2[CH2:25][C:29](=[O:1])[CH2:24][CH2:23][CH2:22][C:21]=2[CH:20]=1. The catalyst class is: 5. (4) Product: [F:18][C:14]1[CH:13]=[C:12]([CH:17]=[CH:16][CH:15]=1)[CH2:11][N:10]1[CH2:9][CH2:8]/[C:7](=[CH:19]\[C:20]2[CH:25]=[CH:24][C:23]([N:26]3[CH:30]=[C:29]([CH3:31])[N:28]=[CH:27]3)=[C:22]([O:32][CH3:33])[CH:21]=2)/[C:6]1=[O:5]. The catalyst class is: 2. Reactant: C([O:5][C:6](=O)/[C:7](=[CH:19]/[C:20]1[CH:25]=[CH:24][C:23]([N:26]2[CH:30]=[C:29]([CH3:31])[N:28]=[CH:27]2)=[C:22]([O:32][CH3:33])[CH:21]=1)/[CH2:8][CH2:9][NH:10][CH2:11][C:12]1[CH:17]=[CH:16][CH:15]=[C:14]([F:18])[CH:13]=1)(C)(C)C.FC(F)(F)C(O)=O. (5) Product: [CH2:6]([O:13][C@H:14]([C@@H:17]([O:29][CH2:30][C:31]1[CH:32]=[CH:33][CH:34]=[CH:35][CH:36]=1)[C@@H:18]([O:21][CH2:22][C:23]1[CH:28]=[CH:27][CH:26]=[CH:25][CH:24]=1)[CH:19]=[CH2:20])[CH:15]([OH:16])[CH2:3][CH:2]=[CH2:1])[C:7]1[CH:8]=[CH:9][CH:10]=[CH:11][CH:12]=1. Reactant: [CH2:1]([Mg]Br)[CH:2]=[CH2:3].[CH2:6]([O:13][C@H:14]([C@@H:17]([O:29][CH2:30][C:31]1[CH:36]=[CH:35][CH:34]=[CH:33][CH:32]=1)[C@@H:18]([O:21][CH2:22][C:23]1[CH:28]=[CH:27][CH:26]=[CH:25][CH:24]=1)[CH:19]=[CH2:20])[CH:15]=[O:16])[C:7]1[CH:12]=[CH:11][CH:10]=[CH:9][CH:8]=1. The catalyst class is: 1. (6) Reactant: [C:1]([C:3]1[CH:4]=[C:5](Br)[CH:6]=[C:7]([F:9])[CH:8]=1)#[N:2].[NH:11]1[C:19]2[C:14](=[CH:15][CH:16]=[CH:17][CH:18]=2)[C:13]2([CH:23](B(O)O)[CH2:22][CH2:21][CH2:20]2)[C:12]1=[O:27].C(=O)([O-])[O-].[Na+].[Na+].[OH-].[Na+]. Product: [C:1]([C:3]1[CH:4]=[C:5]([C:16]2[CH:15]=[C:14]3[C:19](=[CH:18][CH:17]=2)[NH:11][C:12](=[O:27])[C:13]23[CH2:23][CH2:22][CH2:21][CH2:20]2)[CH:6]=[C:7]([F:9])[CH:8]=1)#[N:2]. The catalyst class is: 108.